This data is from Catalyst prediction with 721,799 reactions and 888 catalyst types from USPTO. The task is: Predict which catalyst facilitates the given reaction. (1) Reactant: [Cl:1][C:2]1[CH:7]=[CH:6][C:5](/[CH:8]=[CH:9]/[C:10]([OH:12])=O)=[C:4]([CH2:13][N:14]2[N:18]=[N:17][C:16]([CH3:19])=[N:15]2)[CH:3]=1.CCN(C(C)C)C(C)C.CN(C(ON1N=NC2C=CC=NC1=2)=[N+](C)C)C.F[P-](F)(F)(F)(F)F.[CH3:53][C@H:54]1[NH:59][CH2:58][CH2:57][N:56]([C:60]2[CH:64]=[CH:63][N:62]([CH3:65])[N:61]=2)[CH2:55]1. Product: [Cl:1][C:2]1[CH:7]=[CH:6][C:5](/[CH:8]=[CH:9]/[C:10]([N:59]2[CH2:58][CH2:57][N:56]([C:60]3[CH:64]=[CH:63][N:62]([CH3:65])[N:61]=3)[CH2:55][C@H:54]2[CH3:53])=[O:12])=[C:4]([CH2:13][N:14]2[N:18]=[N:17][C:16]([CH3:19])=[N:15]2)[CH:3]=1. The catalyst class is: 3. (2) Reactant: [Cl:1][C:2]1[CH:19]=[CH:18][CH:17]=[CH:16][C:3]=1[C:4]([C:6](=[CH:12][O:13]CC)[C:7](OCC)=O)=[O:5].[NH2:20][C:21]([NH2:23])=[S:22].[CH3:24][O-].[Na+].CO.IC. Product: [Cl:1][C:2]1[CH:19]=[CH:18][CH:17]=[CH:16][C:3]=1[C:4]([C:6]1[C:12]([OH:13])=[N:20][C:21]([S:22][CH3:24])=[N:23][CH:7]=1)=[O:5]. The catalyst class is: 40. (3) Reactant: [Cl:1][C:2]1[CH:3]=[CH:4][C:5]([OH:20])=[C:6]([CH2:8][C:9]2[N:14]=[C:13]([C:15]([O:17][CH2:18][CH3:19])=[O:16])[CH:12]=[CH:11][CH:10]=2)[CH:7]=1.C(=O)([O-])[O-].[K+].[K+].[Cl:27][C:28]1[CH:35]=[CH:34][C:31]([CH2:32]Br)=[C:30]([F:36])[CH:29]=1. Product: [Cl:1][C:2]1[CH:3]=[CH:4][C:5]([O:20][CH2:32][C:31]2[CH:34]=[CH:35][C:28]([Cl:27])=[CH:29][C:30]=2[F:36])=[C:6]([CH2:8][C:9]2[N:14]=[C:13]([C:15]([O:17][CH2:18][CH3:19])=[O:16])[CH:12]=[CH:11][CH:10]=2)[CH:7]=1. The catalyst class is: 21. (4) Reactant: [Cl:1][C:2]1[CH:3]=[CH:4][C:5]2[N:6]([C:8]([C:11]([C:14]3[CH:15]=[C:16]4[C:21](=[CH:22][C:23]=3[F:24])[N:20]=[CH:19][CH:18]=[CH:17]4)(O)[CH3:12])=[CH:9][N:10]=2)[N:7]=1.II.O[PH2]=O. Product: [Cl:1][C:2]1[CH:3]=[CH:4][C:5]2[N:6]([C:8]([CH:11]([C:14]3[CH:15]=[C:16]4[C:21](=[CH:22][C:23]=3[F:24])[N:20]=[CH:19][CH:18]=[CH:17]4)[CH3:12])=[CH:9][N:10]=2)[N:7]=1. The catalyst class is: 15. (5) The catalyst class is: 4. Reactant: [CH2:1]([C:3]1[CH:8]=[C:7]([C:9]([OH:18])([C:14]([F:17])([F:16])[F:15])[C:10]([F:13])([F:12])[F:11])[CH:6]=[C:5]([CH3:19])[C:4]=1[NH:20][C:21](=[O:31])[C:22]1[CH:27]=[CH:26][CH:25]=[C:24]([N+:28]([O-:30])=[O:29])[CH:23]=1)[CH3:2].C(N(CC)CC)C.[CH3:39][S:40](Cl)(=[O:42])=[O:41]. Product: [CH3:39][S:40]([O:18][C:9]([C:7]1[CH:6]=[C:5]([CH3:19])[C:4]([NH:20][C:21]([C:22]2[CH:27]=[CH:26][CH:25]=[C:24]([N+:28]([O-:30])=[O:29])[CH:23]=2)=[O:31])=[C:3]([CH2:1][CH3:2])[CH:8]=1)([C:14]([F:16])([F:17])[F:15])[C:10]([F:13])([F:12])[F:11])(=[O:42])=[O:41]. (6) Reactant: [CH2:1]([O:8][C:9]([N:11]1[CH2:15][CH2:14][CH2:13][C@H:12]1C(O)=O)=[O:10])[C:2]1[CH:7]=[CH:6][CH:5]=[CH:4][CH:3]=1.[C:19](OC1C(OC(=O)C)=C(I=O)C=CC=1)(=[O:21])C.II.CO. Product: [CH2:1]([O:8][C:9]([N:11]1[CH2:15][CH2:14][CH2:13][CH:12]1[O:21][CH3:19])=[O:10])[C:2]1[CH:3]=[CH:4][CH:5]=[CH:6][CH:7]=1. The catalyst class is: 4. (7) Reactant: [F:1][C:2]([F:22])([F:21])[C:3]([N:5]1[CH2:11][CH:10]([CH:12]([CH3:14])[CH3:13])[C:9]2[CH:15]=[C:16]([Br:20])[C:17]([OH:19])=[CH:18][C:8]=2[CH2:7][CH2:6]1)=[O:4].[C:23](N=P(N(C)C)(N(C)C)N(C)C)(C)([CH3:25])[CH3:24].C(Br)C=C. Product: [F:22][C:2]([F:1])([F:21])[C:3]([N:5]1[CH2:11][CH:10]([CH:12]([CH3:14])[CH3:13])[C:9]2[CH:15]=[C:16]([Br:20])[C:17]([O:19][CH2:25][CH:23]=[CH2:24])=[CH:18][C:8]=2[CH2:7][CH2:6]1)=[O:4]. The catalyst class is: 646.